From a dataset of Catalyst prediction with 721,799 reactions and 888 catalyst types from USPTO. Predict which catalyst facilitates the given reaction. Reactant: [CH3:1][C:2]1[C:9]([N+:10]([O-:12])=[O:11])=[CH:8][C:5]([C:6]#[N:7])=[CH:4][C:3]=1[N+:13]([O-:15])=[O:14].[NH2:16]N1C=NN=C1.CS(C)=O.CC(C)([O-])C.[Li+]. Product: [NH2:16][C:8]1[C:9]([N+:10]([O-:12])=[O:11])=[C:2]([CH3:1])[C:3]([N+:13]([O-:15])=[O:14])=[CH:4][C:5]=1[C:6]#[N:7]. The catalyst class is: 15.